Dataset: Full USPTO retrosynthesis dataset with 1.9M reactions from patents (1976-2016). Task: Predict the reactants needed to synthesize the given product. Given the product [CH:14]1([NH:13][C:11](=[O:12])[CH2:10][N:9]([CH2:8][C:6]2[N:7]=[C:2]([NH:23][C:24]3[S:25][C:26]([C:32]4[C:33]([F:43])=[CH:34][C:35]([C:39]([OH:42])([CH3:40])[CH3:41])=[CH:36][C:37]=4[F:38])=[CH:27][C:28]=3[C:29]([NH2:31])=[O:30])[CH:3]=[CH:4][CH:5]=2)[S:19]([CH3:22])(=[O:21])=[O:20])[CH2:18][CH2:17][CH2:16][CH2:15]1, predict the reactants needed to synthesize it. The reactants are: Br[C:2]1[N:7]=[C:6]([CH2:8][N:9]([S:19]([CH3:22])(=[O:21])=[O:20])[CH2:10][C:11]([NH:13][CH:14]2[CH2:18][CH2:17][CH2:16][CH2:15]2)=[O:12])[CH:5]=[CH:4][CH:3]=1.[NH2:23][C:24]1[S:25][C:26]([C:32]2[C:37]([F:38])=[CH:36][C:35]([C:39]([OH:42])([CH3:41])[CH3:40])=[CH:34][C:33]=2[F:43])=[CH:27][C:28]=1[C:29]([NH2:31])=[O:30].